Dataset: Catalyst prediction with 721,799 reactions and 888 catalyst types from USPTO. Task: Predict which catalyst facilitates the given reaction. (1) Reactant: NC1C=CC(OC)=C(O)C=1.IC1C=CC(S(Cl)(=O)=O)=CC=1.[O:22]1[CH2:27]C[O:25][C:24]2[CH:28]=[C:29]([NH:32][S:33]([C:36]3[CH:41]=[CH:40][C:39]([I:42])=[CH:38][CH:37]=3)(=[O:35])=[O:34])[CH:30]=[CH:31][C:23]1=2. Product: [OH:25][C:24]1[CH:28]=[C:29]([NH:32][S:33]([C:36]2[CH:41]=[CH:40][C:39]([I:42])=[CH:38][CH:37]=2)(=[O:35])=[O:34])[CH:30]=[CH:31][C:23]=1[O:22][CH3:27]. The catalyst class is: 17. (2) Reactant: Br[C:2]1[CH:7]=[CH:6][C:5](/[C:8](/[C:11]2[CH:12]=[CH:13][C:14]([NH:17][C:18](=[O:27])[C:19]3[C:24]([CH3:25])=[C:23]([F:26])[CH:22]=[N:21][CH:20]=3)=[N:15][CH:16]=2)=[CH:9]/[CH3:10])=[CH:4][CH:3]=1.[Br-].[N:29]1[CH:34]=[CH:33][CH:32]=[CH:31][C:30]=1[Zn+]. Product: [F:26][C:23]1[CH:22]=[N:21][CH:20]=[C:19]([C:24]=1[CH3:25])[C:18]([NH:17][C:14]1[CH:13]=[CH:12][C:11](/[C:8](/[C:5]2[CH:6]=[CH:7][C:2]([C:30]3[CH:31]=[CH:32][CH:33]=[CH:34][N:29]=3)=[CH:3][CH:4]=2)=[CH:9]\[CH3:10])=[CH:16][N:15]=1)=[O:27]. The catalyst class is: 176. (3) Reactant: Cl.[C:2]([C:6]1[N:10]([C:11]2[CH:12]=[C:13]3[C:18](=[CH:19][CH:20]=2)[N:17]=[CH:16][CH:15]=[CH:14]3)[N:9]=[C:8]([C:21]([O:23]CC)=[O:22])[CH:7]=1)([CH3:5])([CH3:4])[CH3:3].[Li+].[OH-]. Product: [C:2]([C:6]1[N:10]([C:11]2[CH:12]=[C:13]3[C:18](=[CH:19][CH:20]=2)[N:17]=[CH:16][CH:15]=[CH:14]3)[N:9]=[C:8]([C:21]([OH:23])=[O:22])[CH:7]=1)([CH3:5])([CH3:3])[CH3:4]. The catalyst class is: 1. (4) Reactant: [CH3:1][C:2]1[NH:11][C:10](=[O:12])[C:9]2[C:4](=[CH:5][CH:6]=[CH:7][CH:8]=2)[N:3]=1.[N:13]1[CH:18]=[CH:17][CH:16]=[C:15]([CH:19]=O)[CH:14]=1. Product: [N:13]1[CH:18]=[CH:17][CH:16]=[C:15]([CH:19]=[CH:1][C:2]2[NH:11][C:10](=[O:12])[C:9]3[C:4](=[CH:5][CH:6]=[CH:7][CH:8]=3)[N:3]=2)[CH:14]=1. The catalyst class is: 15. (5) Product: [Cl:1][C:2]1[CH:7]=[CH:6][N:5]=[C:4]2[CH:8]=[C:9]([I:22])[O:10][C:3]=12. The catalyst class is: 10. Reactant: [Cl:1][C:2]1[CH:7]=[CH:6][N:5]=[C:4]2[CH:8]=[C:9]([Si](C)(C)C)[O:10][C:3]=12.C1C(=O)N([I:22])C(=O)C1.[F-].[K+]. (6) Reactant: O.O.O.O.O.O.[N+:7]([O-:10])([O-:9])=[O:8].[Co+2:11].[N+:12]([O-:15])([O-:14])=[O:13].[O-2].[Li+].[Li+].[Co]. Product: [N+:7]([O-:10])([O-:9])=[O:8].[Co+2:11].[N+:12]([O-:15])([O-:14])=[O:13]. The catalyst class is: 6.